Regression/Classification. Given a drug SMILES string, predict its absorption, distribution, metabolism, or excretion properties. Task type varies by dataset: regression for continuous measurements (e.g., permeability, clearance, half-life) or binary classification for categorical outcomes (e.g., BBB penetration, CYP inhibition). Dataset: cyp1a2_veith. From a dataset of CYP1A2 inhibition data for predicting drug metabolism from PubChem BioAssay. (1) The compound is COc1ccc(C(=O)N2CCC3(CC2)CN(c2ccc(-c4ccccc4)cc2)C3)cc1. The result is 0 (non-inhibitor). (2) The drug is CCOC(=O)c1c(NC(=O)CCc2ccc(CC)o2)sc(C)c1C. The result is 1 (inhibitor). (3) The drug is CCOC(=O)c1c(NC(=S)NC(=O)c2cnn(CC)c2)sc2c1CCC(C)C2. The result is 1 (inhibitor).